This data is from Catalyst prediction with 721,799 reactions and 888 catalyst types from USPTO. The task is: Predict which catalyst facilitates the given reaction. (1) Reactant: [N+:1]([C:4]1[CH:5]=[CH:6][C:7]2[CH2:16][CH2:15][C:14]3[N:13]=[CH:12][CH:11]=[CH:10][C:9]=3[C:8]=2[CH:17]=1)([O-])=O. Product: [NH2:1][C:4]1[CH:5]=[CH:6][C:7]2[CH2:16][CH2:15][C:14]3[N:13]=[CH:12][CH:11]=[CH:10][C:9]=3[C:8]=2[CH:17]=1. The catalyst class is: 43. (2) Reactant: [CH2:1]([N:3]1[C:8](=[O:9])[CH:7]=[CH:6][C:5]([C:10]2[N:15]=[C:14](C(O)=O)[C:13]([NH:19][CH2:20][C:21]3[CH:26]=[CH:25][C:24]([O:27][CH3:28])=[CH:23][CH:22]=3)=[N:12][C:11]=2[C:29]2[CH:34]=[CH:33][CH:32]=[CH:31][CH:30]=2)=[N:4]1)[CH3:2]. Product: [CH2:1]([N:3]1[C:8](=[O:9])[CH:7]=[CH:6][C:5]([C:10]2[C:11]([C:29]3[CH:34]=[CH:33][CH:32]=[CH:31][CH:30]=3)=[N:12][C:13]([NH:19][CH2:20][C:21]3[CH:26]=[CH:25][C:24]([O:27][CH3:28])=[CH:23][CH:22]=3)=[CH:14][N:15]=2)=[N:4]1)[CH3:2]. The catalyst class is: 262. (3) Reactant: [O:1]=[C:2]1[N:11]2[CH2:12][CH2:13][CH:14]([CH2:15][N:16]3[CH2:21][CH2:20][CH:19]([NH:22][C:23](=[O:29])[O:24][C:25]([CH3:28])([CH3:27])[CH3:26])[CH2:18][CH2:17]3)[N:9]3[C:10]2=[C:5]([CH:6]=[CH:7][C:8]3=[O:30])[CH2:4][CH2:3]1.ClC1C(=O)C(C#N)=C(C#N)C(=O)C=1Cl.C(=O)([O-])[O-].[K+].[K+]. Product: [O:30]=[C:8]1[N:9]2[CH:14]([CH2:15][N:16]3[CH2:17][CH2:18][CH:19]([NH:22][C:23](=[O:29])[O:24][C:25]([CH3:26])([CH3:27])[CH3:28])[CH2:20][CH2:21]3)[CH2:13][CH2:12][N:11]3[C:10]2=[C:5]([CH:4]=[CH:3][C:2]3=[O:1])[CH:6]=[CH:7]1. The catalyst class is: 38. (4) Reactant: [CH2:1]([O:19][C@H:20]1[C@H:24]([O:25][CH2:26][CH2:27][CH2:28][CH2:29][CH2:30][CH2:31][CH2:32][CH2:33]/[CH:34]=[CH:35]\[CH2:36]/[CH:37]=[CH:38]\[CH2:39][CH2:40][CH2:41][CH2:42][CH3:43])[CH2:23][N:22]([CH2:44][CH2:45][C:46]([O:48]CC)=[O:47])[CH2:21]1)[CH2:2][CH2:3][CH2:4][CH2:5][CH2:6][CH2:7][CH2:8]/[CH:9]=[CH:10]\[CH2:11]/[CH:12]=[CH:13]\[CH2:14][CH2:15][CH2:16][CH2:17][CH3:18].[OH-].[Na+].Cl. Product: [CH2:26]([O:25][C@H:24]1[C@H:20]([O:19][CH2:1][CH2:2][CH2:3][CH2:4][CH2:5][CH2:6][CH2:7][CH2:8]/[CH:9]=[CH:10]\[CH2:11]/[CH:12]=[CH:13]\[CH2:14][CH2:15][CH2:16][CH2:17][CH3:18])[CH2:21][N:22]([CH2:44][CH2:45][C:46]([OH:48])=[O:47])[CH2:23]1)[CH2:27][CH2:28][CH2:29][CH2:30][CH2:31][CH2:32][CH2:33]/[CH:34]=[CH:35]\[CH2:36]/[CH:37]=[CH:38]\[CH2:39][CH2:40][CH2:41][CH2:42][CH3:43]. The catalyst class is: 8. (5) The catalyst class is: 777. Reactant: [CH3:1][N:2]1[C:7](=[O:8])[CH:6]=[CH:5][C:4]([N:9]2[CH2:14][CH2:13][CH:12]([C:15]([OH:17])=O)[CH2:11][CH2:10]2)=[N:3]1.[Cl:18][C:19]1[S:23][C:22](/[CH:24]=[CH:25]/[S:26]([N:29]2[CH2:34][CH2:33][NH:32][CH2:31][CH2:30]2)(=[O:28])=[O:27])=[CH:21][CH:20]=1.CN(C)C=O.C(OCC)(=O)C. Product: [Cl:18][C:19]1[S:23][C:22](/[CH:24]=[CH:25]/[S:26]([N:29]2[CH2:34][CH2:33][N:32]([C:15]([CH:12]3[CH2:11][CH2:10][N:9]([C:4]4[CH:5]=[CH:6][C:7](=[O:8])[N:2]([CH3:1])[N:3]=4)[CH2:14][CH2:13]3)=[O:17])[CH2:31][CH2:30]2)(=[O:28])=[O:27])=[CH:21][CH:20]=1.